Predict the reactants needed to synthesize the given product. From a dataset of Full USPTO retrosynthesis dataset with 1.9M reactions from patents (1976-2016). (1) The reactants are: [N+:1]([C:4]1[CH:9]=[CH:8][C:7]([C:10]2[S:11][C:12]3[CH:18]=[CH:17][CH:16]=[CH:15][C:13]=3[N:14]=2)=[CH:6][CH:5]=1)([O-:3])=[O:2].[N+:19]([O-])([OH:21])=[O:20].O. Given the product [N+:19]([C:17]1[CH:16]=[CH:15][C:13]2[N:14]=[C:10]([C:7]3[CH:6]=[CH:5][C:4]([N+:1]([O-:3])=[O:2])=[CH:9][CH:8]=3)[S:11][C:12]=2[CH:18]=1)([O-:21])=[O:20], predict the reactants needed to synthesize it. (2) Given the product [CH2:1]([N:8]1[CH2:17][CH2:16][C:15]2[C:14]([C:33]3[N:29]([CH:24]4[CH2:25][CH2:26][CH2:27][CH2:28][O:23]4)[N:30]=[CH:31][CH:32]=3)=[N:13][C:12]([C:19]([F:22])([F:21])[F:20])=[N:11][C:10]=2[CH2:9]1)[C:2]1[CH:7]=[CH:6][CH:5]=[CH:4][CH:3]=1, predict the reactants needed to synthesize it. The reactants are: [CH2:1]([N:8]1[CH2:17][CH2:16][C:15]2[C:14](Cl)=[N:13][C:12]([C:19]([F:22])([F:21])[F:20])=[N:11][C:10]=2[CH2:9]1)[C:2]1[CH:7]=[CH:6][CH:5]=[CH:4][CH:3]=1.[O:23]1[CH2:28][CH2:27][CH2:26][CH2:25][CH:24]1[N:29]1[C:33](B2OC(C)(C)C(C)(C)O2)=[CH:32][CH:31]=[N:30]1.C1(B(O)O)C=CC=CC=1. (3) Given the product [F:1][C:2]1[CH:7]=[C:6]([F:8])[CH:5]=[CH:4][C:3]=1[CH2:9][C:10]([NH2:13])([CH3:11])[CH3:12], predict the reactants needed to synthesize it. The reactants are: [F:1][C:2]1[CH:7]=[C:6]([F:8])[CH:5]=[CH:4][C:3]=1[CH2:9][C:10]([NH:13]C=O)([CH3:12])[CH3:11].Cl. (4) Given the product [Cl:27][C:22]1[CH:21]=[C:20]([N:19]2[C:15]3=[N:14][CH:13]=[C:12]([S:9]([N:6]4[CH2:7][CH2:8][C@H:5]4[C:3]([NH2:43])=[O:2])(=[O:11])=[O:10])[N:16]3[C@:17]([CH3:42])([CH2:29][C:30]3[CH:35]=[CH:34][C:33]([C:36]4[CH:37]=[N:38][CH:39]=[N:40][CH:41]=4)=[CH:32][CH:31]=3)[C:18]2=[O:28])[CH:25]=[C:24]([Cl:26])[CH:23]=1, predict the reactants needed to synthesize it. The reactants are: C[O:2][C:3]([C@@H:5]1[CH2:8][CH2:7][N:6]1[S:9]([C:12]1[N:16]2[C@:17]([CH3:42])([CH2:29][C:30]3[CH:35]=[CH:34][C:33]([C:36]4[CH:37]=[N:38][CH:39]=[N:40][CH:41]=4)=[CH:32][CH:31]=3)[C:18](=[O:28])[N:19]([C:20]3[CH:25]=[C:24]([Cl:26])[CH:23]=[C:22]([Cl:27])[CH:21]=3)[C:15]2=[N:14][CH:13]=1)(=[O:11])=[O:10])=O.[NH3:43]. (5) Given the product [C:19]([Si:22]([CH3:24])([CH3:23])[O:12][CH2:11][CH2:10]/[CH:9]=[CH:8]/[CH2:7][C:1]1[CH:6]=[CH:5][CH:4]=[CH:3][CH:2]=1)([CH3:21])([CH3:20])[CH3:18], predict the reactants needed to synthesize it. The reactants are: [C:1]1([CH2:7]/[CH:8]=[CH:9]/[CH2:10][CH2:11][OH:12])[CH:6]=[CH:5][CH:4]=[CH:3][CH:2]=1.N1C=CN=C1.[CH3:18][C:19]([Si:22](Cl)([CH3:24])[CH3:23])([CH3:21])[CH3:20]. (6) Given the product [C:23]([O:25][CH2:4][CH2:8][CH2:9][Si:10]([O:11][CH3:12])([O:13][CH3:14])[O:15][CH3:16])(=[O:24])[CH3:20], predict the reactants needed to synthesize it. The reactants are: O1C2C1C[CH:4]([CH2:8][CH2:9][Si:10]([O:15][CH3:16])([O:13][CH3:14])[O:11][CH3:12])CC2.C12C(=O)[O:25][C:23](=[O:24])[CH:20]1C[CH:20]([C:23]([OH:25])=[O:24])CC2.[SiH4].